From a dataset of Reaction yield outcomes from USPTO patents with 853,638 reactions. Predict the reaction yield, written as a fraction of the theoretical maximum amount of product (1.0 means a 100% yield; for example, 0.34 means a 34% yield). (1) The reactants are C(O[C:6](=O)[N:7]([CH2:9][C:10]1[CH:14]=[C:13]([C:15]2[CH:20]=[CH:19][CH:18]=[CH:17][CH:16]=2)[N:12]([S:21]([C:24]2[CH:25]=[N:26][CH:27]=[C:28]([Br:30])[CH:29]=2)(=[O:23])=[O:22])[CH:11]=1)C)(C)(C)C.C(OCC)(=O)C.[ClH:38]. The catalyst is C(O)C. The product is [ClH:38].[Br:30][C:28]1[CH:29]=[C:24]([S:21]([N:12]2[C:13]([C:15]3[CH:20]=[CH:19][CH:18]=[CH:17][CH:16]=3)=[CH:14][C:10]([CH2:9][NH:7][CH3:6])=[CH:11]2)(=[O:22])=[O:23])[CH:25]=[N:26][CH:27]=1. The yield is 0.490. (2) The reactants are [NH2:1][C:2]1[CH:7]=[CH:6][C:5]([C:8]2[CH:13]=[CH:12][N:11]=[C:10]([NH:14][C:15]3[CH:20]=[CH:19][C:18]([N:21]4[CH2:26][CH2:25][O:24][CH2:23][CH2:22]4)=[CH:17][CH:16]=3)[N:9]=2)=[CH:4][CH:3]=1.[C:27]([NH:37][C@@H:38]([C:41](O)=[O:42])[CH2:39][OH:40])([O:29][CH2:30][C:31]1[CH:36]=[CH:35][CH:34]=[CH:33][CH:32]=1)=[O:28].CCN(C(C)C)C(C)C.CN(C(ON1N=NC2C=CC=NC1=2)=[N+](C)C)C.F[P-](F)(F)(F)(F)F. The catalyst is CC(N(C)C)=O.CO.C(Cl)Cl.O. The product is [OH:42][CH2:41][C@@H:38]([NH:37][C:27](=[O:28])[O:29][CH2:30][C:31]1[CH:36]=[CH:35][CH:34]=[CH:33][CH:32]=1)[C:39]([NH:1][C:2]1[CH:7]=[CH:6][C:5]([C:8]2[CH:13]=[CH:12][N:11]=[C:10]([NH:14][C:15]3[CH:16]=[CH:17][C:18]([N:21]4[CH2:22][CH2:23][O:24][CH2:25][CH2:26]4)=[CH:19][CH:20]=3)[N:9]=2)=[CH:4][CH:3]=1)=[O:40]. The yield is 0.780. (3) The yield is 0.810. The reactants are [C:1]([N:8]1[CH2:12][CH2:11][C@@H:10]([OH:13])[CH2:9]1)([O:3][C:4]([CH3:7])([CH3:6])[CH3:5])=[O:2].[CH3:14][O:15][C:16]1[CH:17]=[C:18](O)[CH:19]=[CH:20][CH:21]=1. The product is [CH3:14][O:15][C:16]1[CH:21]=[C:20]([CH:19]=[CH:18][CH:17]=1)[O:13][C@H:10]1[CH2:11][CH2:12][N:8]([C:1]([O:3][C:4]([CH3:7])([CH3:6])[CH3:5])=[O:2])[CH2:9]1. No catalyst specified. (4) The reactants are CO.[F:3][C:4]1([F:21])[CH2:8][CH2:7][CH:6]([C:9]([CH:11]2C(=O)O[C:14](C)(C)[O:13][C:12]2=[O:20])=[O:10])[CH2:5]1. The catalyst is C1(C)C=CC=CC=1. The product is [F:3][C:4]1([F:21])[CH2:8][CH2:7][CH:6]([C:9](=[O:10])[CH2:11][C:12]([O:13][CH3:14])=[O:20])[CH2:5]1. The yield is 0.435. (5) The reactants are I[C:2]1[CH:7]=[CH:6][CH:5]=[CH:4][N:3]=1.[CH2:8]([C:12]1[O:16][N:15]=[C:14]([C:17]2[CH:22]=[CH:21][CH:20]=[CH:19][C:18]=2[O:23][CH3:24])[N:13]=1)[CH2:9][C:10]#[CH:11]. The catalyst is C(N(CC)CC)C.[Cu](I)I.Cl[Pd](Cl)([P](C1C=CC=CC=1)(C1C=CC=CC=1)C1C=CC=CC=1)[P](C1C=CC=CC=1)(C1C=CC=CC=1)C1C=CC=CC=1. The product is [CH3:24][O:23][C:18]1[CH:19]=[CH:20][CH:21]=[CH:22][C:17]=1[C:14]1[N:13]=[C:12]([CH2:8][CH2:9][C:10]#[C:11][C:2]2[CH:7]=[CH:6][CH:5]=[CH:4][N:3]=2)[O:16][N:15]=1. The yield is 0.130. (6) The reactants are Br[C:2]1[C:3]([CH3:19])=[N:4][C:5]([C:8]2[N:12]=[CH:11][N:10](C3CCCCO3)[N:9]=2)=[CH:6][CH:7]=1.B1(B2OC(C)(C)C(C)(C)O2)OC(C)(C)C(C)(C)O1.C([O-])(=O)C.[K+].C(=O)([O-])[O-].[K+].[K+].ClCCl.Br[C:53]1[N:58]=[C:57]2[N:59]([CH2:64][CH3:65])[C:60](=[O:63])[CH2:61][NH:62][C:56]2=[N:55][CH:54]=1. The catalyst is O1CCOCC1.C1C=CC(P(C2C=CC=CC=2)[C-]2C=CC=C2)=CC=1.C1C=CC(P(C2C=CC=CC=2)[C-]2C=CC=C2)=CC=1.Cl[Pd]Cl.[Fe+2].O. The product is [CH2:64]([N:59]1[C:57]2=[N:58][C:53]([C:2]3[C:3]([CH3:19])=[N:4][C:5]([C:8]4[NH:12][CH:11]=[N:10][N:9]=4)=[CH:6][CH:7]=3)=[CH:54][N:55]=[C:56]2[NH:62][CH2:61][C:60]1=[O:63])[CH3:65]. The yield is 0.570. (7) The reactants are [CH:1]([C:4]1[CH:18]=[C:17]([O:19][CH3:20])[CH:16]=[CH:15][C:5]=1[O:6][C:7]1[C:8]([NH2:14])=[N:9][C:10]([NH2:13])=[N:11][CH:12]=1)([CH3:3])[CH3:2].[I:21]Cl.O.C([O-])(O)=O.[Na+]. The catalyst is C(O)(=O)C. The product is [I:21][C:16]1[C:17]([O:19][CH3:20])=[CH:18][C:4]([CH:1]([CH3:3])[CH3:2])=[C:5]([CH:15]=1)[O:6][C:7]1[C:8]([NH2:14])=[N:9][C:10]([NH2:13])=[N:11][CH:12]=1. The yield is 0.920. (8) The reactants are [NH:1]1[CH2:6][CH2:5][CH:4]([OH:7])[CH2:3][CH2:2]1.[CH3:8][C:9]([O:12][C:13](O[C:13]([O:12][C:9]([CH3:11])([CH3:10])[CH3:8])=[O:14])=[O:14])([CH3:11])[CH3:10]. The catalyst is C(Cl)Cl. The product is [OH:7][CH:4]1[CH2:5][CH2:6][N:1]([C:13]([O:12][C:9]([CH3:11])([CH3:10])[CH3:8])=[O:14])[CH2:2][CH2:3]1. The yield is 0.820. (9) The reactants are C(OC(=O)[NH:7][CH:8]([C:10](=[O:27])[NH:11][C:12]1[CH:17]=[CH:16][C:15]([Br:18])=[CH:14][C:13]=1[C:19]([C:21]1[CH:26]=[CH:25][CH:24]=[CH:23][N:22]=1)=O)[CH3:9])(C)(C)C.Cl. The catalyst is C(Cl)(Cl)Cl. The product is [Br:18][C:15]1[CH:16]=[CH:17][C:12]2[NH:11][C:10](=[O:27])[CH:8]([CH3:9])[N:7]=[C:19]([C:21]3[CH:26]=[CH:25][CH:24]=[CH:23][N:22]=3)[C:13]=2[CH:14]=1. The yield is 0.800. (10) The reactants are C1(P(C2C=CC=CC=2)C2C=CC=CC=2)C=CC=CC=1.BrN1C(=O)CCC1=O.[CH:28]1([CH2:33][C@H:34]([C:38]2[CH:43]=[CH:42][C:41]([Cl:44])=[C:40]([Cl:45])[CH:39]=2)[C:35]([OH:37])=O)[CH2:32][CH2:31][CH2:30][CH2:29]1.[NH2:46][C:47]1[O:48][C:49]2[CH:55]=[CH:54][CH:53]=[CH:52][C:50]=2[N:51]=1.N1C=CC=CC=1. The catalyst is C(Cl)Cl.O. The product is [O:48]1[C:49]2[CH:55]=[CH:54][CH:53]=[CH:52][C:50]=2[N:51]=[C:47]1[NH:46][C:35](=[O:37])[C@@H:34]([C:38]1[CH:43]=[CH:42][C:41]([Cl:44])=[C:40]([Cl:45])[CH:39]=1)[CH2:33][CH:28]1[CH2:29][CH2:30][CH2:31][CH2:32]1. The yield is 0.830.